Task: Predict the reactants needed to synthesize the given product.. Dataset: Full USPTO retrosynthesis dataset with 1.9M reactions from patents (1976-2016) (1) Given the product [O:1]=[C:2]1[C:12]2[CH2:11][CH2:10][CH2:9][CH2:8][CH2:7][C:6]=2[CH2:5][CH2:4][CH2:3]1, predict the reactants needed to synthesize it. The reactants are: [OH:1][C:2]1[C:12]2[CH2:11][CH2:10][CH2:9][CH2:8][CH2:7][C:6]=2[CH:5]=[CH:4][CH:3]=1. (2) The reactants are: [Cl:1][C:2]1[C:11]2[C:6](=[CH:7][C:8]([O:12][CH3:13])=[CH:9][CH:10]=2)[N:5]=[C:4]([CH2:14][OH:15])[CH:3]=1.[C:16](OC(=O)C)(=[O:18])[CH3:17]. Given the product [C:16]([O:15][CH2:14][C:4]1[CH:3]=[C:2]([Cl:1])[C:11]2[C:6](=[CH:7][C:8]([O:12][CH3:13])=[CH:9][CH:10]=2)[N:5]=1)(=[O:18])[CH3:17], predict the reactants needed to synthesize it. (3) Given the product [C:1]([O:5][C:6](=[O:27])[CH:7]([NH:19][C:20]([O:22][C:23]([CH3:26])([CH3:25])[CH3:24])=[O:21])[CH2:8][C:9]1[CH:18]=[CH:17][C:12]([C:13]([OH:15])=[O:14])=[CH:11][CH:10]=1)([CH3:3])([CH3:4])[CH3:2], predict the reactants needed to synthesize it. The reactants are: [C:1]([O:5][C:6](=[O:27])[CH:7]([NH:19][C:20]([O:22][C:23]([CH3:26])([CH3:25])[CH3:24])=[O:21])[CH2:8][C:9]1[CH:18]=[CH:17][C:12]([C:13]([O:15]C)=[O:14])=[CH:11][CH:10]=1)([CH3:4])([CH3:3])[CH3:2].O([Si](C)(C)C)[K].[Cl-].[NH4+].Cl. (4) Given the product [CH2:10]([O:12][C:13]1[CH:19]=[CH:18][C:16]([NH:17][C:7]([C:5]2[CH:4]=[N:3][CH:2]=[N:1][CH:6]=2)=[O:9])=[C:15]([N+:20]([O-:22])=[O:21])[CH:14]=1)[CH3:11], predict the reactants needed to synthesize it. The reactants are: [N:1]1[CH:6]=[C:5]([C:7]([OH:9])=O)[CH:4]=[N:3][CH:2]=1.[CH2:10]([O:12][C:13]1[CH:19]=[CH:18][C:16]([NH2:17])=[C:15]([N+:20]([O-:22])=[O:21])[CH:14]=1)[CH3:11]. (5) Given the product [Cl:12][C:11]1[CH:10]=[CH:9][C:4]([C:5]([O:7][CH3:8])=[O:6])=[C:3]([NH:13][CH2:14][CH2:15][CH2:16][CH2:17][OH:18])[C:2]=1[NH:1][C:29](=[S:30])[NH:28][C:21]1[CH:22]=[CH:23][C:24]([O:26][CH3:27])=[CH:25][C:20]=1[Cl:19], predict the reactants needed to synthesize it. The reactants are: [NH2:1][C:2]1[C:3]([NH:13][CH2:14][CH2:15][CH2:16][CH2:17][OH:18])=[C:4]([CH:9]=[CH:10][C:11]=1[Cl:12])[C:5]([O:7][CH3:8])=[O:6].[Cl:19][C:20]1[CH:25]=[C:24]([O:26][CH3:27])[CH:23]=[CH:22][C:21]=1[N:28]=[C:29]=[S:30]. (6) Given the product [Br:1][C:2]1[C:7]([CH3:8])=[CH:6][C:5]([O:9][CH2:17][C:18]([CH3:25])([CH3:23])[CH2:19][OH:20])=[CH:4][C:3]=1[CH3:10], predict the reactants needed to synthesize it. The reactants are: [Br:1][C:2]1[C:7]([CH3:8])=[CH:6][C:5]([OH:9])=[CH:4][C:3]=1[CH3:10].C([O-])([O-])=O.[Cs+].[Cs+].[CH3:17][C:18]1([CH3:25])[CH2:23]OS(=O)[O:20][CH2:19]1. (7) Given the product [C:26]([O:30][C:31](=[O:57])[N:32]([CH2:41][C:42]1[C:47]([F:48])=[CH:46][CH:45]=[C:44]([NH:49][S:50]([CH2:53][CH2:54][CH3:55])(=[O:52])=[O:51])[C:43]=1[F:56])[C:33]1[CH:38]=[CH:37][C:36]([CH:39]([OH:40])[C:2]2[C:10]3[C:5](=[N:6][CH:7]=[CH:8][CH:9]=3)[N:4]([Si:11]([CH:18]([CH3:20])[CH3:19])([CH:15]([CH3:17])[CH3:16])[CH:12]([CH3:14])[CH3:13])[CH:3]=2)=[CH:35][N:34]=1)([CH3:28])([CH3:27])[CH3:29], predict the reactants needed to synthesize it. The reactants are: I[C:2]1[C:10]2[C:5](=[N:6][CH:7]=[CH:8][CH:9]=2)[N:4]([Si:11]([CH:18]([CH3:20])[CH3:19])([CH:15]([CH3:17])[CH3:16])[CH:12]([CH3:14])[CH3:13])[CH:3]=1.C([Mg]Cl)(C)C.[C:26]([O:30][C:31](=[O:57])[N:32]([CH2:41][C:42]1[C:47]([F:48])=[CH:46][CH:45]=[C:44]([NH:49][S:50]([CH2:53][CH2:54][CH3:55])(=[O:52])=[O:51])[C:43]=1[F:56])[C:33]1[CH:38]=[CH:37][C:36]([CH:39]=[O:40])=[CH:35][N:34]=1)([CH3:29])([CH3:28])[CH3:27].[Cl-].[NH4+]. (8) Given the product [CH2:24]([O:23][C:21]([C@@H:20]1[CH2:15][C@H:14]1[C:12]1[CH:13]=[C:8]([N:4]2[C:5]([CH3:7])=[N:6][C:2]([CH3:1])=[N:3]2)[N:9]=[C:10]([S:16][CH3:17])[N:11]=1)=[O:22])[CH3:25], predict the reactants needed to synthesize it. The reactants are: [CH3:1][C:2]1[N:6]=[C:5]([CH3:7])[N:4]([C:8]2[CH:13]=[C:12]([CH:14]=[CH2:15])[N:11]=[C:10]([S:16][CH3:17])[N:9]=2)[N:3]=1.[N+](=[CH:20][C:21]([O:23][CH2:24][CH3:25])=[O:22])=[N-]. (9) Given the product [C:35]1([CH3:44])[CH:40]=[CH:39][CH:38]=[CH:37][C:36]=1[NH:41][C:42]1[O:10][C:6]2[CH:5]=[C:4]([CH2:19][C:20]([OH:21])=[O:62])[CH:3]=[CH:2][C:7]=2[N:8]=1, predict the reactants needed to synthesize it. The reactants are: C[C:2]1[C:7]2[N:8]=C(NC3C=CC=CC=3C)[O:10][C:6]=2[CH:5]=[C:4]([CH2:19][C:20](NC2C=CC(C(C)CC(O)=O)=NC=2)=[O:21])[CH:3]=1.[C:35]1([CH3:44])[C:36]([N:41]=[C:42]=S)=[CH:37][CH:38]=[CH:39][CH:40]=1.C1(N=C=NC2CCCCC2)CCCCC1.C([OH:62])C.